Dataset: Peptide-MHC class II binding affinity with 134,281 pairs from IEDB. Task: Regression. Given a peptide amino acid sequence and an MHC pseudo amino acid sequence, predict their binding affinity value. This is MHC class II binding data. (1) The peptide sequence is KDILEDERAAVDTYC. The MHC is HLA-DPA10201-DPB10501 with pseudo-sequence HLA-DPA10201-DPB10501. The binding affinity (normalized) is 0.152. (2) The binding affinity (normalized) is 0.581. The MHC is DRB1_0701 with pseudo-sequence DRB1_0701. The peptide sequence is AFKVAATAAEAAPAN. (3) The peptide sequence is GRSYAADAGYAPATP. The MHC is DRB1_1501 with pseudo-sequence DRB1_1501. The binding affinity (normalized) is 0.0191. (4) The peptide sequence is INAGFKAALAAAAGVPPADKY. The MHC is DRB1_0405 with pseudo-sequence DRB1_0405. The binding affinity (normalized) is 0.507.